Dataset: NCI-60 drug combinations with 297,098 pairs across 59 cell lines. Task: Regression. Given two drug SMILES strings and cell line genomic features, predict the synergy score measuring deviation from expected non-interaction effect. (1) Drug 1: C1CCC(CC1)NC(=O)N(CCCl)N=O. Drug 2: C1CC(C1)(C(=O)O)C(=O)O.[NH2-].[NH2-].[Pt+2]. Cell line: SR. Synergy scores: CSS=72.8, Synergy_ZIP=-4.04, Synergy_Bliss=-6.12, Synergy_Loewe=-5.52, Synergy_HSA=-2.96. (2) Drug 1: C1=C(C(=O)NC(=O)N1)F. Drug 2: C1=CC(=CC=C1CC(C(=O)O)N)N(CCCl)CCCl.Cl. Cell line: SNB-75. Synergy scores: CSS=26.0, Synergy_ZIP=2.98, Synergy_Bliss=6.08, Synergy_Loewe=4.62, Synergy_HSA=5.41.